This data is from Catalyst prediction with 721,799 reactions and 888 catalyst types from USPTO. The task is: Predict which catalyst facilitates the given reaction. Reactant: [Cl:1][C:2]1[CH:7]=[CH:6][CH:5]=[CH:4][C:3]=1[C:8](=[O:16])[CH2:9][C:10]([NH:12][CH2:13][CH2:14][CH3:15])=[O:11].CO[CH:19](OC)[N:20]([CH3:22])[CH3:21]. Product: [Cl:1][C:2]1[CH:7]=[CH:6][CH:5]=[CH:4][C:3]=1[C:8](=[O:16])[C:9](=[CH:19][N:20]([CH3:22])[CH3:21])[C:10]([NH:12][CH2:13][CH2:14][CH3:15])=[O:11]. The catalyst class is: 2.